Predict the reaction yield, written as a fraction of the theoretical maximum amount of product (1.0 means a 100% yield; for example, 0.34 means a 34% yield). From a dataset of Reaction yield outcomes from USPTO patents with 853,638 reactions. (1) The reactants are ClC(Cl)(O[C:5](=[O:11])OC(Cl)(Cl)Cl)Cl.[CH2:13]([N:15]1[C:19]2[N:20]=[C:21]([C:30]3[CH:35]=[CH:34][C:33]([NH2:36])=[CH:32][CH:31]=3)[N:22]=[C:23]([N:24]3[CH2:29][CH2:28][O:27][CH2:26][CH2:25]3)[C:18]=2[N:17]=[N:16]1)[CH3:14].[NH2:37][C:38]1[S:39][CH:40]=[CH:41][N:42]=1.CCN(CC)CC. The catalyst is C(Cl)Cl. The product is [CH2:13]([N:15]1[C:19]2[N:20]=[C:21]([C:30]3[CH:35]=[CH:34][C:33]([NH:36][C:5]([NH:37][C:38]4[S:39][CH:40]=[CH:41][N:42]=4)=[O:11])=[CH:32][CH:31]=3)[N:22]=[C:23]([N:24]3[CH2:25][CH2:26][O:27][CH2:28][CH2:29]3)[C:18]=2[N:17]=[N:16]1)[CH3:14]. The yield is 0.340. (2) The product is [CH2:1]([N:8]1[CH:16]=[C:15]2[C:10]([CH:11]=[C:12]([C:17]3[CH:18]=[C:19]([C@H:27]4[CH2:32][CH2:31][CH2:30][N:29]([C:36](=[O:37])[CH2:35][N:34]([CH3:39])[CH3:33])[CH2:28]4)[N:20]4[C:25]=3[C:24]([NH2:26])=[N:23][CH:22]=[N:21]4)[CH:13]=[CH:14]2)=[N:9]1)[C:2]1[CH:3]=[CH:4][CH:5]=[CH:6][CH:7]=1. The yield is 0.270. The reactants are [CH2:1]([N:8]1[CH:16]=[C:15]2[C:10]([CH:11]=[C:12]([C:17]3[CH:18]=[C:19]([C@H:27]4[CH2:32][CH2:31][CH2:30][NH:29][CH2:28]4)[N:20]4[C:25]=3[C:24]([NH2:26])=[N:23][CH:22]=[N:21]4)[CH:13]=[CH:14]2)=[N:9]1)[C:2]1[CH:7]=[CH:6][CH:5]=[CH:4][CH:3]=1.[CH3:33][N:34]([CH3:39])[CH2:35][C:36](O)=[O:37].CCN=C=NCCCN(C)C.Cl.C1C=CC2N(O)N=NC=2C=1.C(N(CC)C(C)C)(C)C. The catalyst is CN(C=O)C. (3) The reactants are [Cl:1][C:2]1[CH:3]=[N+:4]([O-:27])[CH:5]=[C:6]([Cl:26])[C:7]=1[CH2:8][C@@H:9]([C:11]1[CH:16]=[CH:15][C:14]([O:17][CH:18]([F:20])[F:19])=[C:13]([O:21][CH2:22][CH:23]2[CH2:25][CH2:24]2)[CH:12]=1)[OH:10].[NH2:28][C:29](=[O:51])[CH2:30][N:31]([C:36]1[CH:37]=[C:38]([CH:46]=[CH:47][C:48]=1[O:49][CH3:50])[C:39]([O:41][CH2:42][C:43](O)=[O:44])=[O:40])[S:32]([CH3:35])(=[O:34])=[O:33].C(Cl)CCl. The catalyst is CN(C1C=CN=CC=1)C.CN(C=O)C.O. The product is [NH2:28][C:29](=[O:51])[CH2:30][N:31]([C:36]1[CH:37]=[C:38]([CH:46]=[CH:47][C:48]=1[O:49][CH3:50])[C:39]([O:41][CH2:42][C:43]([O:10][C@H:9]([C:11]1[CH:16]=[CH:15][C:14]([O:17][CH:18]([F:20])[F:19])=[C:13]([O:21][CH2:22][CH:23]2[CH2:25][CH2:24]2)[CH:12]=1)[CH2:8][C:7]1[C:6]([Cl:26])=[CH:5][N+:4]([O-:27])=[CH:3][C:2]=1[Cl:1])=[O:44])=[O:40])[S:32]([CH3:35])(=[O:34])=[O:33]. The yield is 0.367. (4) The reactants are [O:1]1[C:5]2[CH:6]=[CH:7][C:8]([C:10]3([C:13]([NH:15][C:16]4[CH:25]=[CH:24][C:19]([C:20](OC)=[O:21])=[C:18]([Br:26])[CH:17]=4)=[O:14])[CH2:12][CH2:11]3)=[CH:9][C:4]=2[O:3][CH2:2]1.[Li+].[BH4-]. The catalyst is C1COCC1.CCOCC.O. The product is [O:1]1[C:5]2[CH:6]=[CH:7][C:8]([C:10]3([C:13]([NH:15][C:16]4[CH:25]=[CH:24][C:19]([CH2:20][OH:21])=[C:18]([Br:26])[CH:17]=4)=[O:14])[CH2:12][CH2:11]3)=[CH:9][C:4]=2[O:3][CH2:2]1. The yield is 0.740. (5) The reactants are [OH-].[Na+].[OH:3][C:4]1[CH:13]=[CH:12][C:11]2[C:6](=[CH:7][CH:8]=[CH:9][CH:10]=2)[C:5]=1[C:14]1[C:23]2[C:18](=[CH:19][CH:20]=[CH:21][CH:22]=2)[CH:17]=[CH:16][C:15]=1[OH:24].[CH2:25](Br)[CH2:26][CH2:27][CH3:28]. The catalyst is [Br-].C([N+](CCCC)(CCCC)CCCC)CCC.O.C(O)C. The product is [CH2:25]([O:3][C:4]1[CH:13]=[CH:12][C:11]2[C:6](=[CH:7][CH:8]=[CH:9][CH:10]=2)[C:5]=1[C:14]1[C:23]2[C:18](=[CH:19][CH:20]=[CH:21][CH:22]=2)[CH:17]=[CH:16][C:15]=1[O:24][CH2:13][CH2:4][CH2:5][CH3:6])[CH2:26][CH2:27][CH3:28]. The yield is 0.923. (6) The reactants are Cl[C:2]1[C:11]([C:12]([OH:14])=[O:13])=[CH:10][C:9]2[C:4](=[CH:5][CH:6]=[C:7]([Cl:15])[CH:8]=2)[N:3]=1.[F:16][C:17]1[CH:28]=[CH:27][CH:26]=[CH:25][C:18]=1[CH2:19][CH:20]([C:22]([OH:24])=[O:23])[NH2:21]. No catalyst specified. The product is [NH4+:3].[C:22]([CH:20]([NH:21][C:2]1[C:11]([C:12]([O-:14])=[O:13])=[CH:10][C:9]2[C:4](=[CH:5][CH:6]=[C:7]([Cl:15])[CH:8]=2)[N:3]=1)[CH2:19][C:18]1[CH:25]=[CH:26][CH:27]=[CH:28][C:17]=1[F:16])([OH:24])=[O:23]. The yield is 0.580. (7) The reactants are [CH:1]([N:4]1[CH2:9][CH2:8][N:7]([C:10]([C:12]2[CH:13]=[C:14]3[C:18](=[CH:19][CH:20]=2)[NH:17][C:16]([C:21]([N:23]2[CH2:28][CH2:27][CH:26]([O:29][CH3:30])[CH2:25][CH2:24]2)=[O:22])=[CH:15]3)=[O:11])[CH2:6][CH2:5]1)([CH3:3])[CH3:2].[H-].[Na+].CS(O[CH2:38][C:39]([F:42])([F:41])[F:40])(=O)=O. The catalyst is CN(C)C=O. The product is [CH:1]([N:4]1[CH2:9][CH2:8][N:7]([C:10]([C:12]2[CH:13]=[C:14]3[C:18](=[CH:19][CH:20]=2)[N:17]([CH2:38][C:39]([F:42])([F:41])[F:40])[C:16]([C:21]([N:23]2[CH2:28][CH2:27][CH:26]([O:29][CH3:30])[CH2:25][CH2:24]2)=[O:22])=[CH:15]3)=[O:11])[CH2:6][CH2:5]1)([CH3:3])[CH3:2]. The yield is 0.830.